Predict the reactants needed to synthesize the given product. From a dataset of Full USPTO retrosynthesis dataset with 1.9M reactions from patents (1976-2016). (1) Given the product [CH2:26]([O:25][CH2:24][C:23]([CH2:22][O:21][CH2:14][C:15]1[CH:16]=[CH:17][CH:18]=[CH:19][CH:20]=1)=[CH:8][C:9]#[N:10])[C:27]1[CH:28]=[CH:29][CH:30]=[CH:31][CH:32]=1, predict the reactants needed to synthesize it. The reactants are: [H-].[Na+].CCOP(OCC)([CH2:8][C:9]#[N:10])=O.[CH2:14]([O:21][CH2:22][C:23](=O)[CH2:24][O:25][CH2:26][C:27]1[CH:32]=[CH:31][CH:30]=[CH:29][CH:28]=1)[C:15]1[CH:20]=[CH:19][CH:18]=[CH:17][CH:16]=1.C(O)C. (2) Given the product [F:21][C:19]1[CH:20]=[C:11]([N:7]2[CH2:6][C@H:5]([C:3]([NH2:24])=[O:2])[O:9][C:8]2=[O:10])[CH:12]=[C:13]2[C:18]=1[N:17]([CH3:22])[C:16](=[O:23])[CH2:15][CH2:14]2, predict the reactants needed to synthesize it. The reactants are: C[O:2][C:3]([C@@H:5]1[O:9][C:8](=[O:10])[N:7]([C:11]2[CH:12]=[C:13]3[C:18](=[C:19]([F:21])[CH:20]=2)[N:17]([CH3:22])[C:16](=[O:23])[CH2:15][CH2:14]3)[CH2:6]1)=O.[NH3:24]. (3) Given the product [Cl:7][C:6]1[C:5](=[O:8])[N:4]([C:9]2[CH:14]=[CH:13][C:12]([F:15])=[C:11]([F:16])[CH:10]=2)[C:3](=[O:17])[C:2]=1[N:18]1[CH2:23][CH2:22][O:21][CH2:20][CH2:19]1, predict the reactants needed to synthesize it. The reactants are: Cl[C:2]1[C:3](=[O:17])[N:4]([C:9]2[CH:14]=[CH:13][C:12]([F:15])=[C:11]([F:16])[CH:10]=2)[C:5](=[O:8])[C:6]=1[Cl:7].[NH:18]1[CH2:23][CH2:22][O:21][CH2:20][CH2:19]1. (4) The reactants are: [F:1][C:2]([F:12])([F:11])[CH2:3][CH2:4][S:5]([CH2:7][CH2:8][CH2:9]Cl)=[O:6].[NH2:13][CH2:14][CH2:15][OH:16]. Given the product [F:1][C:2]([F:12])([F:11])[CH2:3][CH2:4][S:5]([CH2:7][CH2:8][CH2:9][NH:13][CH2:14][CH2:15][OH:16])=[O:6], predict the reactants needed to synthesize it. (5) Given the product [Br:1][C:2]1[CH:11]=[CH:10][CH:9]=[C:8]2[C:3]=1[CH:4]=[CH:5][C:6]([S:12]([O:15][C:22]1[C:23]([F:30])=[C:24]([F:29])[C:25]([F:28])=[C:26]([F:27])[C:21]=1[F:20])(=[O:14])=[O:13])=[CH:7]2, predict the reactants needed to synthesize it. The reactants are: [Br:1][C:2]1[CH:11]=[CH:10][CH:9]=[C:8]2[C:3]=1[CH:4]=[CH:5][C:6]([S:12]([OH:15])(=[O:14])=[O:13])=[CH:7]2.S(Cl)(Cl)=O.[F:20][C:21]1[C:26]([F:27])=[C:25]([F:28])[C:24]([F:29])=[C:23]([F:30])[C:22]=1O.C(N(CC)CC)C. (6) Given the product [F:13][C:14]1[N:19]2[CH:20]=[C:21]([CH2:23][N:2]([CH3:1])[CH:3]3[C:12]4[N:11]=[CH:10][CH:9]=[CH:8][C:7]=4[CH2:6][CH2:5][CH2:4]3)[N:22]=[C:18]2[CH:17]=[CH:16][CH:15]=1, predict the reactants needed to synthesize it. The reactants are: [CH3:1][NH:2][CH:3]1[C:12]2[N:11]=[CH:10][CH:9]=[CH:8][C:7]=2[CH2:6][CH2:5][CH2:4]1.[F:13][C:14]1[N:19]2[CH:20]=[C:21]([CH:23]=O)[N:22]=[C:18]2[CH:17]=[CH:16][CH:15]=1.C(O)(=O)C.C(O[BH-](OC(=O)C)OC(=O)C)(=O)C.[Na+]. (7) Given the product [F:48][C:32]1[CH:33]=[C:34]([N:37]2[CH2:41][C@H:40]([CH2:42][NH:43][C:44](=[O:46])[CH3:45])[O:39][C:38]2=[O:47])[CH:35]=[CH:36][C:31]=1[C:29]1[N:3]=[N:2][N:1]([CH2:4][C:5]2[N:6]=[CH:7][N:8]([C:10]([C:11]3[CH:16]=[CH:15][CH:14]=[CH:13][CH:12]=3)([C:17]3[CH:18]=[CH:19][CH:20]=[CH:21][CH:22]=3)[C:23]3[CH:28]=[CH:27][CH:26]=[CH:25][CH:24]=3)[CH:9]=2)[CH:30]=1, predict the reactants needed to synthesize it. The reactants are: [N:1]([CH2:4][C:5]1[N:6]=[CH:7][N:8]([C:10]([C:23]2[CH:28]=[CH:27][CH:26]=[CH:25][CH:24]=2)([C:17]2[CH:22]=[CH:21][CH:20]=[CH:19][CH:18]=2)[C:11]2[CH:16]=[CH:15][CH:14]=[CH:13][CH:12]=2)[CH:9]=1)=[N+:2]=[N-:3].[C:29]([C:31]1[CH:36]=[CH:35][C:34]([N:37]2[CH2:41][CH:40]([CH2:42][NH:43][C:44](=[O:46])[CH3:45])[O:39][C:38]2=[O:47])=[CH:33][C:32]=1[F:48])#[CH:30]. (8) The reactants are: [CH3:1][CH:2]([CH3:15])[CH2:3][CH:4]([NH2:14])[C:5]12[O:12][CH2:11][C:8]([CH3:13])([CH2:9][O:10]1)[CH2:7][O:6]2.[S:16]1[CH:20]=[CH:19][N:18]=[C:17]1[CH:21]=O. Given the product [CH3:1][CH:2]([CH3:15])[CH2:3][CH:4]([N:14]=[CH:21][C:17]1[S:16][CH:20]=[CH:19][N:18]=1)[C:5]12[O:6][CH2:7][C:8]([CH3:13])([CH2:9][O:10]1)[CH2:11][O:12]2, predict the reactants needed to synthesize it. (9) Given the product [CH3:1][O:2][C:3]1[CH:4]=[CH:5][C:6]([C:9]2[S:13][C:12]([C:14]([N:16]3[CH2:21][CH2:20][CH2:19][CH2:18][C@H:17]3[C:22]([OH:24])=[O:23])=[O:15])=[C:11]([NH:26][C:27]([NH:29][C:30]3[C:31]([CH3:38])=[CH:32][C:33]([CH3:37])=[CH:34][C:35]=3[CH3:36])=[O:28])[CH:10]=2)=[CH:7][CH:8]=1, predict the reactants needed to synthesize it. The reactants are: [CH3:1][O:2][C:3]1[CH:8]=[CH:7][C:6]([C:9]2[S:13][C:12]([C:14]([N:16]3[CH2:21][CH2:20][CH2:19][CH2:18][C@H:17]3[C:22]([O:24]C)=[O:23])=[O:15])=[C:11]([NH:26][C:27]([NH:29][C:30]3[C:35]([CH3:36])=[CH:34][C:33]([CH3:37])=[CH:32][C:31]=3[CH3:38])=[O:28])[CH:10]=2)=[CH:5][CH:4]=1.[OH-].[Li+].